The task is: Predict the reaction yield, written as a fraction of the theoretical maximum amount of product (1.0 means a 100% yield; for example, 0.34 means a 34% yield).. This data is from Reaction yield outcomes from USPTO patents with 853,638 reactions. (1) The reactants are [CH:1]([P:3](=[O:17])([CH:15]=[CH2:16])[C:4]1[CH:9]=[CH:8][C:7]([N+:10]([O-:12])=[O:11])=[C:6]([O:13][CH3:14])[CH:5]=1)=[CH2:2].[CH2:18]([NH2:25])[C:19]1[CH:24]=[CH:23][CH:22]=[CH:21][CH:20]=1. The catalyst is C1COCC1. The product is [CH2:18]([N:25]1[CH2:16][CH2:15][P:3](=[O:17])([C:4]2[CH:9]=[CH:8][C:7]([N+:10]([O-:12])=[O:11])=[C:6]([O:13][CH3:14])[CH:5]=2)[CH2:1][CH2:2]1)[C:19]1[CH:24]=[CH:23][CH:22]=[CH:21][CH:20]=1. The yield is 0.660. (2) The reactants are C[Si](C)([O:7][C:8]1[CH:9]=[C:10]([N:14]2[C:18]3[CH:19]=[CH:20][CH:21]=[CH:22][C:17]=3[C:16](=[N:23][C:24]3[CH:29]=[CH:28][CH:27]=[C:26]([C:30]([F:33])([F:32])[F:31])[CH:25]=3)[C:15]2=[O:34])[CH:11]=[CH:12][CH:13]=1)C(C)(C)C.CCCC[N+](CCCC)(CCCC)CCCC.[F-]. The catalyst is C1COCC1. The product is [OH:7][C:8]1[CH:9]=[C:10]([N:14]2[C:18]3[CH:19]=[CH:20][CH:21]=[CH:22][C:17]=3[C:16](=[N:23][C:24]3[CH:29]=[CH:28][CH:27]=[C:26]([C:30]([F:33])([F:31])[F:32])[CH:25]=3)[C:15]2=[O:34])[CH:11]=[CH:12][CH:13]=1. The yield is 0.850. (3) The reactants are C([O:4][C:5]1[CH:6]=[C:7]2[C:12](=[CH:13][CH:14]=1)[N:11]=[CH:10][C:9]([Br:15])=[CH:8]2)(=O)C.C([O-])([O-])=O.[K+].[K+]. The catalyst is CO.O. The product is [Br:15][C:9]1[CH:10]=[N:11][C:12]2[C:7]([CH:8]=1)=[CH:6][C:5]([OH:4])=[CH:14][CH:13]=2. The yield is 0.860. (4) The reactants are Br[C:2]1[CH:3]=[C:4]([C:8]#[N:9])[S:5][C:6]=1Br.[Cl:10][C:11]1[CH:16]=[CH:15][C:14](B(O)O)=[C:13]([CH3:20])[CH:12]=1.O1[CH2:26][CH2:25]OCC1.C(=O)([O-])[O-].[Na+].[Na+]. The catalyst is C1C=CC([P]([Pd]([P](C2C=CC=CC=2)(C2C=CC=CC=2)C2C=CC=CC=2)([P](C2C=CC=CC=2)(C2C=CC=CC=2)C2C=CC=CC=2)[P](C2C=CC=CC=2)(C2C=CC=CC=2)C2C=CC=CC=2)(C2C=CC=CC=2)C2C=CC=CC=2)=CC=1.O. The product is [Cl:10][C:11]1[CH:16]=[CH:15][C:14]([C:2]2[CH:3]=[C:4]([C:8]#[N:9])[S:5][C:6]=2[C:14]2[CH:13]=[CH:12][C:11]([Cl:10])=[CH:16][C:25]=2[CH3:26])=[C:13]([CH3:20])[CH:12]=1. The yield is 0.840. (5) The reactants are [CH3:1][O:2][C:3]1[C:8]2[O:9][CH2:10][O:11][C:7]=2[CH:6]=[C:5]([C:12](OC)=[O:13])[CH:4]=1.[H-].[H-].[H-].[H-].[Li+].[Al+3].O.[OH-].[Na+]. The catalyst is C1COCC1. The product is [CH3:1][O:2][C:3]1[C:8]2[O:9][CH2:10][O:11][C:7]=2[CH:6]=[C:5]([CH2:12][OH:13])[CH:4]=1. The yield is 0.520.